Dataset: Forward reaction prediction with 1.9M reactions from USPTO patents (1976-2016). Task: Predict the product of the given reaction. (1) The product is: [CH2:1]([N:5]([CH2:18][CH2:19][CH2:20][CH3:21])[C:6]1[CH:11]=[CH:10][C:9]([CH:12]=[CH:13][CH:14]=[CH:29][C:28]2[C:27]([C:34]3[CH:35]=[CH:36][CH:37]=[CH:38][CH:39]=3)([C:30]([F:33])([F:31])[F:32])[O:26][C:25](=[C:40]([C:43]#[N:44])[C:41]#[N:42])[C:24]=2[C:22]#[N:23])=[C:8]([O:16][CH3:17])[CH:7]=1)[CH2:2][CH2:3][CH3:4]. Given the reactants [CH2:1]([N:5]([CH2:18][CH2:19][CH2:20][CH3:21])[C:6]1[CH:11]=[CH:10][C:9]([CH:12]=[CH:13][CH:14]=O)=[C:8]([O:16][CH3:17])[CH:7]=1)[CH2:2][CH2:3][CH3:4].[C:22]([C:24]1[C:25](=[C:40]([C:43]#[N:44])[C:41]#[N:42])[O:26][C:27]([C:34]2[CH:39]=[CH:38][CH:37]=[CH:36][CH:35]=2)([C:30]([F:33])([F:32])[F:31])[C:28]=1[CH3:29])#[N:23], predict the reaction product. (2) Given the reactants [CH3:1][N:2]([CH3:22])[C:3]1[CH:8]=[CH:7][C:6]([C:9]2[CH:18]=[C:17]([N+]([O-])=O)[C:16]3[C:11](=[CH:12][CH:13]=[CH:14][CH:15]=3)[N:10]=2)=[CH:5][N:4]=1.[F-:23].[K+], predict the reaction product. The product is: [F:23][C:17]1[C:16]2[C:11](=[CH:12][CH:13]=[CH:14][CH:15]=2)[N:10]=[C:9]([C:6]2[CH:7]=[CH:8][C:3]([N:2]([CH3:22])[CH3:1])=[N:4][CH:5]=2)[CH:18]=1.